Task: Predict the reaction yield, written as a fraction of the theoretical maximum amount of product (1.0 means a 100% yield; for example, 0.34 means a 34% yield).. Dataset: Reaction yield outcomes from USPTO patents with 853,638 reactions (1) The reactants are [C:1]([O-:4])(O)=O.[Na+].[NH2:6][C:7]1[C:11]([C:12]2[CH:17]=[CH:16][C:15]([Cl:18])=[CH:14][C:13]=2[Cl:19])=[CH:10][NH:9][C:8]=1CCCN1C(=O)C2C=CC=CC=2C1=O.[Br:34][CH2:35][C:36](Cl)=[O:37].CCO[C:42]([CH3:44])=[O:43]. No catalyst specified. The product is [Cl:19][C:13]1[CH:14]=[C:15]([Cl:18])[CH:16]=[CH:17][C:12]=1[C:11]1[C:7]([NH:6][C:36](=[O:37])[CH2:35][Br:34])=[CH:8][N:9]([CH2:10][CH2:11][CH2:7][N:6]2[C:42](=[O:43])[C:44]3[CH:14]=[CH:13][CH:12]=[CH:17][C:16]=3[C:1]2=[O:4])[CH:10]=1. The yield is 0.760. (2) The reactants are [CH:1]1([NH:4][C:5]2[CH:6]=[C:7]([O:26][CH2:27][CH2:28][O:29][CH3:30])[CH:8]=[C:9]3[C:13]=2[N:12]([C:14]([O:16][C:17]([CH3:20])([CH3:19])[CH3:18])=[O:15])[CH:11]([C:21]([O:23][CH2:24][CH3:25])=[O:22])[CH2:10]3)[CH2:3][CH2:2]1.[N:31]1[CH:36]=[CH:35][CH:34]=[CH:33][C:32]=1[S:37](Cl)(=[O:39])=[O:38]. The catalyst is N1C=CC=CC=1. The product is [CH:1]1([N:4]([S:37]([C:32]2[CH:33]=[CH:34][CH:35]=[CH:36][N:31]=2)(=[O:39])=[O:38])[C:5]2[CH:6]=[C:7]([O:26][CH2:27][CH2:28][O:29][CH3:30])[CH:8]=[C:9]3[C:13]=2[N:12]([C:14]([O:16][C:17]([CH3:19])([CH3:18])[CH3:20])=[O:15])[CH:11]([C:21]([O:23][CH2:24][CH3:25])=[O:22])[CH2:10]3)[CH2:2][CH2:3]1. The yield is 0.670. (3) No catalyst specified. The product is [C:17]([O:11][C:4]1[CH:3]=[C:2]([Cl:1])[CH:10]=[CH:9][C:5]=1[C:6]([OH:8])=[O:7])(=[O:19])[CH3:18]. The reactants are [Cl:1][C:2]1[CH:3]=[C:4]([OH:11])[C:5](=[CH:9][CH:10]=1)[C:6]([OH:8])=[O:7].S(=O)(=O)(O)O.[C:17](OC(=O)C)(=[O:19])[CH3:18]. The yield is 0.881. (4) The catalyst is [Pd].CO. The product is [NH2:10][C:8]1[CH:9]=[C:4]2[C:5]([CH2:13][CH2:14][C:15](=[O:17])[NH:1]2)=[CH:6][CH:7]=1. The reactants are [N+:1]([C:4]1[CH:9]=[C:8]([N+:10]([O-])=O)[CH:7]=[CH:6][C:5]=1[CH2:13][CH2:14][C:15]([O:17]CC)=O)([O-])=O. The yield is 0.550. (5) The product is [Cl:11][C:9]1[CH:8]=[CH:7][N:6]=[C:5]2[NH:4][C:3](=[O:12])[CH2:2][C:10]=12. The yield is 0.620. The catalyst is [Pd].C(O)C. The reactants are Br[C:2]1(Br)[C:10]2[C:5](=[N:6][CH:7]=[CH:8][C:9]=2[Cl:11])[NH:4][C:3]1=[O:12].